Dataset: Full USPTO retrosynthesis dataset with 1.9M reactions from patents (1976-2016). Task: Predict the reactants needed to synthesize the given product. (1) Given the product [NH2:1][C:4]1[CH:16]=[CH:15][C:7]([C:8]([NH:10][CH:11]2[CH2:14][O:13][CH2:12]2)=[O:9])=[CH:6][CH:5]=1, predict the reactants needed to synthesize it. The reactants are: [N+:1]([C:4]1[CH:16]=[CH:15][C:7]([C:8]([NH:10][CH:11]2[CH2:14][O:13][CH2:12]2)=[O:9])=[CH:6][CH:5]=1)([O-])=O.CO.CC1CCCO1. (2) The reactants are: BrC1C2N(N=C(Cl)N=2)C=CC=1.C1(C)C=CC(N2C=C(B(O)O)C=N2)=CC=1.[Cl:27][C:28]1[N:48]=[C:31]2[C:32]([C:36]3[CH:37]=[N:38][N:39]([C:41]4[CH:46]=[CH:45][C:44]([CH3:47])=[CH:43][CH:42]=4)[CH:40]=3)=[CH:33][CH:34]=[CH:35][N:30]2[N:29]=1.[C:49]([O:53][C:54]([N:56]1[CH2:61][CH2:60][CH:59]([C:62]2[CH:67]=[CH:66][C:65]([NH2:68])=[CH:64][CH:63]=2)[CH2:58][CH2:57]1)=[O:55])([CH3:52])([CH3:51])[CH3:50].C1(P(C2CCCCC2)C2C=CC=CC=2C2C=CC=CC=2P(C2CCCCC2)C2CCCCC2)CCCCC1. Given the product [Cl:27][C:28]1[N:48]=[C:31]2[C:32]([C:36]3[CH:37]=[N:38][N:39]([C:41]4[CH:46]=[CH:45][C:44]([CH3:47])=[CH:43][CH:42]=4)[CH:40]=3)=[CH:33][CH:34]=[CH:35][N:30]2[N:29]=1.[C:49]([O:53][C:54]([N:56]1[CH2:61][CH2:60][CH:59]([C:62]2[CH:67]=[CH:66][C:65]([NH:68][C:28]3[N:48]=[C:31]4[C:32]([C:36]5[CH:37]=[N:38][N:39]([C:41]6[CH:46]=[CH:45][C:44]([CH3:47])=[CH:43][CH:42]=6)[CH:40]=5)=[CH:33][CH:34]=[CH:35][N:30]4[N:29]=3)=[CH:64][CH:63]=2)[CH2:58][CH2:57]1)=[O:55])([CH3:52])([CH3:50])[CH3:51], predict the reactants needed to synthesize it. (3) Given the product [Cl:28][C:29]1[CH:37]=[CH:36][C:32]([C:33]([N:18]([CH:16]2[CH:15]([C:20]3[CH:25]=[CH:24][C:23]([Cl:26])=[C:22]([Cl:27])[CH:21]=3)[CH2:14][N:13]([C:11]([CH:8]3[CH2:9][CH2:10][N:5]([CH2:4][CH:1]4[CH2:3][CH2:2]4)[CH2:6][CH2:7]3)=[O:12])[CH2:17]2)[CH3:19])=[O:35])=[CH:31][C:30]=1[C:38]([F:41])([F:40])[F:39], predict the reactants needed to synthesize it. The reactants are: [CH:1]1([CH2:4][N:5]2[CH2:10][CH2:9][CH:8]([C:11]([N:13]3[CH2:17][CH:16]([NH:18][CH3:19])[CH:15]([C:20]4[CH:25]=[CH:24][C:23]([Cl:26])=[C:22]([Cl:27])[CH:21]=4)[CH2:14]3)=[O:12])[CH2:7][CH2:6]2)[CH2:3][CH2:2]1.[Cl:28][C:29]1[CH:37]=[CH:36][C:32]([C:33]([OH:35])=O)=[CH:31][C:30]=1[C:38]([F:41])([F:40])[F:39]. (4) Given the product [C:1]([O:5][C:6]([N:8]1[CH2:13][CH2:12][C@@H:11]([NH:17][C@H:18]([C:19]2[CH:24]=[CH:23][CH:22]=[CH:21][CH:20]=2)[CH3:25])[C@H:10]([CH3:15])[CH2:9]1)=[O:7])([CH3:4])([CH3:3])[CH3:2], predict the reactants needed to synthesize it. The reactants are: [C:1]([O:5][C:6]([N:8]1[CH2:13][CH2:12][C:11](=O)[CH:10]([CH3:15])[CH2:9]1)=[O:7])([CH3:4])([CH3:3])[CH3:2].C[NH:17][CH2:18][C:19]1[CH:24]=[CH:23][CH:22]=[CH:21][CH:20]=1.[C:25](O[BH-](OC(=O)C)OC(=O)C)(=O)C.[Na+]. (5) Given the product [C:1]([O:5][C:6]([C:8]1[O:9][C:10]2[CH:17]=[CH:16][CH:15]=[C:14]([O:18][CH2:20][C:21]([O:23][CH2:24][CH3:25])=[O:22])[C:11]=2[C:12]=1[CH3:13])=[O:7])([CH3:4])([CH3:2])[CH3:3], predict the reactants needed to synthesize it. The reactants are: [C:1]([O:5][C:6]([C:8]1[O:9][C:10]2[CH:17]=[CH:16][CH:15]=[C:14]([OH:18])[C:11]=2[C:12]=1[CH3:13])=[O:7])([CH3:4])([CH3:3])[CH3:2].Br[CH2:20][C:21]([O:23][CH2:24][CH3:25])=[O:22].CN(C=O)C. (6) The reactants are: [Cl:1][C:2]1[CH:3]=[C:4]([C:8]([C@@H:16]2[CH2:21][CH2:20][CH2:19][N:18]([C:22](=[O:42])[CH2:23][C@@H:24]([CH2:35][CH:36]3[CH2:41][CH2:40][CH2:39][CH2:38][CH2:37]3)[CH2:25][N:26](C)[C:27](=O)OC(C)(C)C)[CH2:17]2)([OH:15])[CH2:9][CH2:10][CH2:11][CH2:12][O:13][CH3:14])[CH:5]=[CH:6][CH:7]=1.C(O)(C(F)(F)F)=O. Given the product [Cl:1][C:2]1[CH:3]=[C:4]([C:8]([C@@H:16]2[CH2:21][CH2:20][CH2:19][N:18]([C:22](=[O:42])[CH2:23][C@H:24]([CH2:25][NH:26][CH3:27])[CH2:35][CH:36]3[CH2:41][CH2:40][CH2:39][CH2:38][CH2:37]3)[CH2:17]2)([OH:15])[CH2:9][CH2:10][CH2:11][CH2:12][O:13][CH3:14])[CH:5]=[CH:6][CH:7]=1, predict the reactants needed to synthesize it. (7) The reactants are: [Cl:1][C:2]1[CH:3]=[C:4]([C:12]([O:14][CH2:15][C:16]2([C:29]3[CH:34]=[CH:33][C:32]([F:35])=[CH:31][CH:30]=3)[CH2:21][CH2:20][N:19]([C:22]([O:24][C:25]([CH3:28])([CH3:27])[CH3:26])=[O:23])[CH2:18][CH2:17]2)=[O:13])[C:5]2[NH:9][C:8](=[O:10])[NH:7][C:6]=2[CH:11]=1.C1(N(C)C2CCCCC2)CCCCC1.Cl[CH2:51][O:52][CH2:53][CH2:54][Si:55]([CH3:58])([CH3:57])[CH3:56].[O:59]1[CH2:63][CH2:62]C[CH2:60]1. Given the product [Cl:1][C:2]1[CH:3]=[C:4]([C:12]([O:14][CH2:15][C:16]2([C:29]3[CH:30]=[CH:31][C:32]([F:35])=[CH:33][CH:34]=3)[CH2:21][CH2:20][N:19]([C:22]([O:24][C:25]([CH3:27])([CH3:28])[CH3:26])=[O:23])[CH2:18][CH2:17]2)=[O:13])[C:5]2[N:9]([CH2:51][O:52][CH2:53][CH2:54][Si:55]([CH3:58])([CH3:57])[CH3:56])[C:8](=[O:10])[N:7]([CH2:60][O:59][CH2:63][CH2:62][Si:55]([CH3:57])([CH3:56])[CH3:54])[C:6]=2[CH:11]=1, predict the reactants needed to synthesize it. (8) Given the product [CH2:55]([C@@:35]1([CH2:67][O:68][CH2:69][CH2:70][Si:71]([CH3:74])([CH3:73])[CH3:72])[CH2:36][C@H:37]([C:46]2[CH:51]=[CH:50][CH:49]=[C:48]([Cl:52])[CH:47]=2)[C@@H:38]([C:39]2[CH:40]=[CH:41][C:42]([Cl:45])=[CH:43][CH:44]=2)[N:33]([C@@H:30]([CH2:31][CH3:32])[CH2:29][O:28][Si:11]([C:24]([CH3:27])([CH3:26])[CH3:25])([C:12]2[CH:17]=[CH:16][CH:15]=[CH:14][CH:13]=2)[C:18]2[CH:23]=[CH:22][CH:21]=[CH:20][CH:19]=2)[C:34]1=[O:53])[CH:56]=[CH2:57], predict the reactants needed to synthesize it. The reactants are: C[Si]([N-][Si](C)(C)C)(C)C.[Li+].[Si:11]([O:28][CH2:29][C@@H:30]([N:33]1[C@H:38]([C:39]2[CH:44]=[CH:43][C:42]([Cl:45])=[CH:41][CH:40]=2)[C@@H:37]([C:46]2[CH:51]=[CH:50][CH:49]=[C:48]([Cl:52])[CH:47]=2)[CH2:36][CH2:35][C:34]1=[O:53])[CH2:31][CH3:32])([C:24]([CH3:27])([CH3:26])[CH3:25])([C:18]1[CH:23]=[CH:22][CH:21]=[CH:20][CH:19]=1)[C:12]1[CH:17]=[CH:16][CH:15]=[CH:14][CH:13]=1.Br[CH2:55][CH:56]=[CH2:57].[Li+].CC([N-]C(C)C)C.Cl[CH2:67][O:68][CH2:69][CH2:70][Si:71]([CH3:74])([CH3:73])[CH3:72].